From a dataset of Peptide-MHC class I binding affinity with 185,985 pairs from IEDB/IMGT. Regression. Given a peptide amino acid sequence and an MHC pseudo amino acid sequence, predict their binding affinity value. This is MHC class I binding data. (1) The peptide sequence is KGHLPLLDK. The MHC is HLA-A02:01 with pseudo-sequence HLA-A02:01. The binding affinity (normalized) is 0.0847. (2) The peptide sequence is NELGYSGYF. The MHC is HLA-B35:01 with pseudo-sequence HLA-B35:01. The binding affinity (normalized) is 0.0847. (3) The peptide sequence is LDLSGWFTA. The MHC is Patr-B2401 with pseudo-sequence Patr-B2401. The binding affinity (normalized) is 0.341. (4) The peptide sequence is VPAWLPLGI. The MHC is HLA-A26:01 with pseudo-sequence HLA-A26:01. The binding affinity (normalized) is 0.0847. (5) The peptide sequence is LEYFQFVKKLL. The MHC is HLA-A11:01 with pseudo-sequence HLA-A11:01. The binding affinity (normalized) is 0.0847. (6) The peptide sequence is FLPSDYFPSV. The MHC is Patr-A0901 with pseudo-sequence Patr-A0901. The binding affinity (normalized) is 0.393. (7) The binding affinity (normalized) is 0.0847. The peptide sequence is SFWFFHPPY. The MHC is HLA-B27:03 with pseudo-sequence HLA-B27:03. (8) The peptide sequence is IPAPGLGAL. The MHC is HLA-B15:09 with pseudo-sequence HLA-B15:09. The binding affinity (normalized) is 0.232.